This data is from Catalyst prediction with 721,799 reactions and 888 catalyst types from USPTO. The task is: Predict which catalyst facilitates the given reaction. (1) Reactant: C([NH:4][C:5]1[CH:13]=[CH:12][C:11]([CH:14]([CH3:16])[CH3:15])=[CH:10][C:6]=1[C:7]([OH:9])=[O:8])(=O)C.O.[OH-].[Li+].Cl. Product: [NH2:4][C:5]1[CH:13]=[CH:12][C:11]([CH:14]([CH3:16])[CH3:15])=[CH:10][C:6]=1[C:7]([OH:9])=[O:8]. The catalyst class is: 20. (2) Reactant: [F:1][C:2]1[CH:7]=[CH:6][C:5]([C:8]2[N:12]([CH2:13][CH2:14][C@@H:15]3[CH2:20][C@@H:19]([OH:21])[CH2:18][C:17](=[O:22])[O:16]3)[C:11]([CH:23]([CH3:25])[CH3:24])=[C:10]([C:26]([NH:28][C:29]3[CH:34]=[CH:33][CH:32]=[CH:31][CH:30]=3)=[O:27])[C:9]=2[C:35]2[CH:40]=[CH:39][CH:38]=[CH:37][CH:36]=2)=[CH:4][CH:3]=1.[OH-:41].[Na+].[Cl-].[Cl-].[Ca+2:45].[Na]. Product: [CH3:24][CH:23]([C:11]1[N:12]([CH2:13][CH2:14][C@@H:15]([OH:16])[CH2:20][C@@H:19]([OH:21])[CH2:18][C:17]([O-:22])=[O:41])[C:8]([C:5]2[CH:4]=[CH:3][C:2]([F:1])=[CH:7][CH:6]=2)=[C:9]([C:35]2[CH:36]=[CH:37][CH:38]=[CH:39][CH:40]=2)[C:10]=1[C:26]([NH:28][C:29]1[CH:34]=[CH:33][CH:32]=[CH:31][CH:30]=1)=[O:27])[CH3:25].[CH3:24][CH:23]([C:11]1[N:12]([CH2:13][CH2:14][C@@H:15]([OH:16])[CH2:20][C@@H:19]([OH:21])[CH2:18][C:17]([O-:22])=[O:41])[C:8]([C:5]2[CH:4]=[CH:3][C:2]([F:1])=[CH:7][CH:6]=2)=[C:9]([C:35]2[CH:36]=[CH:37][CH:38]=[CH:39][CH:40]=2)[C:10]=1[C:26]([NH:28][C:29]1[CH:34]=[CH:33][CH:32]=[CH:31][CH:30]=1)=[O:27])[CH3:25].[Ca+2:45]. The catalyst class is: 24. (3) Reactant: [Br:1][C:2]1[CH:13]=[C:6]2[C:7]([O:9][C:10](=[O:12])[NH:11][C:5]2=[CH:4][CH:3]=1)=O.[CH2:14]([NH:21][CH2:22]C(O)=O)[C:15]1[CH:20]=[CH:19][CH:18]=[CH:17][CH:16]=1.CS(C)=O. Product: [CH2:14]([N:21]1[C:7](=[O:9])[C:6]2[CH:13]=[C:2]([Br:1])[CH:3]=[CH:4][C:5]=2[NH:11][C:10](=[O:12])[CH2:22]1)[C:15]1[CH:20]=[CH:19][CH:18]=[CH:17][CH:16]=1. The catalyst class is: 6. (4) Reactant: [Cl:1][C:2]1[CH:7]=[CH:6][C:5]([OH:8])=[CH:4][C:3]=1[CH2:9][N:10]1[CH:14]=[CH:13][C:12]([NH:15][C:16](=[O:25])[C:17]2[C:22]([F:23])=[CH:21][CH:20]=[CH:19][C:18]=2[F:24])=[N:11]1.[CH3:26]C(C)([O-])C.[K+].CI. Product: [Cl:1][C:2]1[CH:7]=[CH:6][C:5]([O:8][CH3:26])=[CH:4][C:3]=1[CH2:9][N:10]1[CH:14]=[CH:13][C:12]([NH:15][C:16](=[O:25])[C:17]2[C:18]([F:24])=[CH:19][CH:20]=[CH:21][C:22]=2[F:23])=[N:11]1. The catalyst class is: 16. (5) Reactant: C([O:9][CH2:10][C@@H:11]1[C:15]([O:17]C(=O)C)([CH3:16])[C@:14]([F:22])([CH3:21])[CH:13]([N:23]2[CH:31]=[N:30][C:29]3[C:28](=[O:32])[NH:27][CH:26]=[N:25][C:24]2=3)[O:12]1)(=O)C1C=CC=CC=1.CO. Product: [F:22][C@:14]1([CH3:21])[C:15]([OH:17])([CH3:16])[C@@H:11]([CH2:10][OH:9])[O:12][CH:13]1[N:23]1[CH:31]=[N:30][C:29]2[C:28](=[O:32])[NH:27][CH:26]=[N:25][C:24]1=2. The catalyst class is: 328. (6) Reactant: C([O:3][CH2:4][CH2:5][O:6][NH:7][C:8]([C:10]1[C:11]([NH:19][C:20]2[CH:25]=[CH:24][C:23]([Br:26])=[CH:22][C:21]=2[F:27])=[C:12]2[C:16](=[CH:17][CH:18]=1)[NH:15][N:14]=[CH:13]2)=[O:9])=C.Cl. Product: [OH:3][CH2:4][CH2:5][O:6][NH:7][C:8]([C:10]1[C:11]([NH:19][C:20]2[CH:25]=[CH:24][C:23]([Br:26])=[CH:22][C:21]=2[F:27])=[C:12]2[C:16](=[CH:17][CH:18]=1)[NH:15][N:14]=[CH:13]2)=[O:9]. The catalyst class is: 5. (7) Reactant: [C:1]([SiH2:5][O:6][C:7]([CH3:17])([CH3:16])[C:8]1[CH:9]=[C:10]([CH2:14]O)[CH:11]=[CH:12][CH:13]=1)([CH3:4])([CH3:3])[CH3:2].[CH2:18]([N:20](CC)CC)C.CS(Cl)(=O)=O.[C-]#N.[Na+]. Product: [C:1]([SiH2:5][O:6][C:7]([CH3:17])([CH3:16])[C:8]1[CH:9]=[C:10]([CH2:14][C:18]#[N:20])[CH:11]=[CH:12][CH:13]=1)([CH3:4])([CH3:3])[CH3:2]. The catalyst class is: 139. (8) Reactant: [CH2:1]([O:8][C:9]1[CH:14]=[C:13](Br)[CH:12]=[CH:11][C:10]=1[C:16]1[O:17][C:18]2[CH:24]=[CH:23][CH:22]=[CH:21][C:19]=2[N:20]=1)[C:2]1[CH:7]=[CH:6][CH:5]=[CH:4][CH:3]=1.[CH:25]1[C:38]2[NH:37][C:36]3[C:31](=[CH:32][CH:33]=[CH:34][CH:35]=3)[O:30][C:29]=2[CH:28]=[CH:27][CH:26]=1.C(=O)([O-])[O-].[K+].[K+].C(P(C(C)(C)C)C(C)(C)C)(C)(C)C. Product: [O:17]1[C:18]2[CH:24]=[CH:23][CH:22]=[CH:21][C:19]=2[N:20]=[C:16]1[C:10]1[CH:11]=[CH:12][C:13]([N:37]2[C:36]3[CH:35]=[CH:34][CH:33]=[CH:32][C:31]=3[O:30][C:29]3[C:38]2=[CH:25][CH:26]=[CH:27][CH:28]=3)=[CH:14][C:9]=1[O:8][CH2:1][C:2]1[CH:7]=[CH:6][CH:5]=[CH:4][CH:3]=1. The catalyst class is: 164. (9) Reactant: C(N(CC)CC)C.[C:8]([O:12][C:13]([NH:15][C:16]1([C:22]([O:24][CH3:25])=[O:23])[CH2:21][CH2:20][NH:19][CH2:18][CH2:17]1)=[O:14])([CH3:11])([CH3:10])[CH3:9].Cl[C:27]1[N:32]=[CH:31][N:30]=[C:29]2[NH:33][N:34]=[CH:35][C:28]=12. Product: [C:8]([O:12][C:13]([NH:15][C:16]1([C:22]([O:24][CH3:25])=[O:23])[CH2:21][CH2:20][N:19]([C:27]2[N:32]=[CH:31][N:30]=[C:29]3[NH:33][N:34]=[CH:35][C:28]=23)[CH2:18][CH2:17]1)=[O:14])([CH3:11])([CH3:10])[CH3:9]. The catalyst class is: 8. (10) Reactant: [F:1][C:2]1[CH:10]=[CH:9][C:5]2[CH2:6][CH2:7][O:8][C:4]=2[C:3]=1[C:11]1[C:12](=[O:32])[NH:13][C:14](=[O:31])[C:15]=1[C:16]1[C:24]2[C:19](=[CH:20][CH:21]=[CH:22][CH:23]=2)[N:18]([CH:25]2[CH2:30][CH2:29][NH:28][CH2:27][CH2:26]2)[CH:17]=1.C(N(CC)CC)C.[N:40]1[CH:45]=[CH:44][N:43]=[CH:42][C:41]=1[C:46](O)=[O:47].Cl.CN(C)CCCN=C=NCC.ON1C2C=CC=CC=2N=N1. Product: [F:1][C:2]1[CH:10]=[CH:9][C:5]2[CH2:6][CH2:7][O:8][C:4]=2[C:3]=1[C:11]1[C:12](=[O:32])[NH:13][C:14](=[O:31])[C:15]=1[C:16]1[C:24]2[C:19](=[CH:20][CH:21]=[CH:22][CH:23]=2)[N:18]([CH:25]2[CH2:26][CH2:27][N:28]([C:46]([C:41]3[CH:42]=[N:43][CH:44]=[CH:45][N:40]=3)=[O:47])[CH2:29][CH2:30]2)[CH:17]=1. The catalyst class is: 42.